Dataset: Full USPTO retrosynthesis dataset with 1.9M reactions from patents (1976-2016). Task: Predict the reactants needed to synthesize the given product. (1) Given the product [Br-:1].[C:31]1([P+:24]([C:18]2[CH:19]=[CH:20][CH:21]=[CH:22][CH:23]=2)([C:25]2[CH:30]=[CH:29][CH:28]=[CH:27][CH:26]=2)[CH2:2][CH2:3][CH2:4][CH2:5][CH2:6][CH2:7][CH2:8][CH2:9][CH2:10][CH2:11][C:12]2[CH:17]=[CH:16][CH:15]=[CH:14][CH:13]=2)[CH:32]=[CH:33][CH:34]=[CH:35][CH:36]=1, predict the reactants needed to synthesize it. The reactants are: [Br:1][CH2:2][CH2:3][CH2:4][CH2:5][CH2:6][CH2:7][CH2:8][CH2:9][CH2:10][CH2:11][C:12]1[CH:17]=[CH:16][CH:15]=[CH:14][CH:13]=1.[C:18]1([P:24]([C:31]2[CH:36]=[CH:35][CH:34]=[CH:33][CH:32]=2)[C:25]2[CH:30]=[CH:29][CH:28]=[CH:27][CH:26]=2)[CH:23]=[CH:22][CH:21]=[CH:20][CH:19]=1. (2) Given the product [CH:1]([C:3]1[CH:11]=[CH:10][C:9]([C:12]([F:15])([F:14])[F:13])=[CH:8][C:4]=1[C:5]([Cl:18])=[O:6])=[O:2], predict the reactants needed to synthesize it. The reactants are: [CH:1]([C:3]1[CH:11]=[CH:10][C:9]([C:12]([F:15])([F:14])[F:13])=[CH:8][C:4]=1[C:5](O)=[O:6])=[O:2].S(Cl)([Cl:18])=O. (3) Given the product [CH:9]1[C:10]2[NH:11][C:12]3[C:17](=[CH:16][CH:15]=[CH:14][CH:13]=3)[C:18]=2[C:6]([O:5][CH2:4][C@@H:2]([OH:1])[CH2:3][NH:11][CH2:10][CH:18]2[CH2:6][CH2:7][N:38]([S:35]([C:28]3[CH:27]=[CH:32][C:31]([O:33][CH3:34])=[CH:30][CH:29]=3)(=[O:36])=[O:37])[CH2:16][CH2:17]2)=[CH:7][CH:8]=1, predict the reactants needed to synthesize it. The reactants are: [O:1]1[CH2:3][C@H:2]1[CH2:4][O:5][C:6]1[C:18]2[C:17]3[C:12](=[CH:13][CH:14]=[CH:15][CH:16]=3)[NH:11][C:10]=2[CH:9]=[CH:8][CH:7]=1.NCC1CCN([C:27]2[CH:32]=[C:31]([O:33][CH3:34])[CH:30]=[CH:29][C:28]=2[S:35]([NH2:38])(=[O:37])=[O:36])CC1. (4) Given the product [CH3:18][C:19]1[N:20]=[C:21]([N:25]2[CH2:26][CH2:27][N:28]([C:7]([C:6]3[CH:10]=[C:11]([S:14]([CH3:17])(=[O:16])=[O:15])[CH:12]=[CH:13][C:5]=3[O:4][CH:1]([CH3:2])[CH3:3])=[O:9])[CH2:29][CH2:30]2)[S:22][C:23]=1[CH3:24], predict the reactants needed to synthesize it. The reactants are: [CH:1]([O:4][C:5]1[CH:13]=[CH:12][C:11]([S:14]([CH3:17])(=[O:16])=[O:15])=[CH:10][C:6]=1[C:7]([OH:9])=O)([CH3:3])[CH3:2].[CH3:18][C:19]1[N:20]=[C:21]([N:25]2[CH2:30][CH2:29][NH:28][CH2:27][CH2:26]2)[S:22][C:23]=1[CH3:24]. (5) Given the product [CH3:15][C:14]1[N:17]=[C:11]([C@H:9]([NH:8][C:6](=[O:7])[O:5][C:1]([CH3:2])([CH3:3])[CH3:4])[CH3:10])[O:13][N:16]=1, predict the reactants needed to synthesize it. The reactants are: [C:1]([O:5][C:6]([NH:8][C@@H:9]([C:11]([OH:13])=O)[CH3:10])=[O:7])([CH3:4])([CH3:3])[CH3:2].[C:14](=[N:17]O)([NH2:16])[CH3:15].C(Cl)CCl.C(OCC)(=O)C. (6) The reactants are: [NH2:1][C:2]1[C:7]2[N:8]=[C:9]([S:21][C:22]3[C:30]([I:31])=[CH:29][C:25]4[O:26][CH2:27][O:28][C:24]=4[CH:23]=3)[N:10]([CH2:11][CH2:12][CH2:13][CH2:14][CH2:15][C:16](OCC)=[O:17])[C:6]=2[CH:5]=[CH:4][N:3]=1.N.[NH2:33]C1C2N=C(SC3C(I)=CC4OCOC=4C=3)N(CCCC(OCC)=O)C=2C=CN=1. Given the product [NH2:1][C:2]1[C:7]2[N:8]=[C:9]([S:21][C:22]3[C:30]([I:31])=[CH:29][C:25]4[O:26][CH2:27][O:28][C:24]=4[CH:23]=3)[N:10]([CH2:11][CH2:12][CH2:13][CH2:14][CH2:15][C:16]([NH2:33])=[O:17])[C:6]=2[CH:5]=[CH:4][N:3]=1, predict the reactants needed to synthesize it.